From a dataset of Reaction yield outcomes from USPTO patents with 853,638 reactions. Predict the reaction yield, written as a fraction of the theoretical maximum amount of product (1.0 means a 100% yield; for example, 0.34 means a 34% yield). (1) The reactants are Br[C:2]1[CH:3]=[C:4]([CH2:15][C:16]([O-:18])=[O:17])[CH:5]=[C:6]([Cl:14])[C:7]=1[O:8][CH2:9][C:10]([F:13])([F:12])[F:11].[F:19][C:20]([F:31])([F:30])[C:21]1[CH:26]=[CH:25][C:24](B(O)O)=[CH:23][CH:22]=1.[F-].[Cs+].CO[CH2:36][CH2:37]OC. The catalyst is C1C=CC([P]([Pd]([P](C2C=CC=CC=2)(C2C=CC=CC=2)C2C=CC=CC=2)([P](C2C=CC=CC=2)(C2C=CC=CC=2)C2C=CC=CC=2)[P](C2C=CC=CC=2)(C2C=CC=CC=2)C2C=CC=CC=2)(C2C=CC=CC=2)C2C=CC=CC=2)=CC=1. The product is [Cl:14][C:6]1[CH:5]=[C:4]([CH2:15][C:16]([O:18][CH2:36][CH3:37])=[O:17])[CH:3]=[C:2]([C:24]2[CH:25]=[CH:26][C:21]([C:20]([F:31])([F:30])[F:19])=[CH:22][CH:23]=2)[C:7]=1[O:8][CH2:9][C:10]([F:13])([F:12])[F:11]. The yield is 0.736. (2) The reactants are [C:1]1([S:7]([CH:10]([C:17]2[O:18][C:19]([CH3:22])=[N:20][N:21]=2)[CH:11]2[CH2:15][CH2:14][C:13](=[O:16])[CH2:12]2)(=[O:9])=[O:8])[CH:6]=[CH:5][CH:4]=[CH:3][CH:2]=1.[H-].[Na+].[CH3:25]I. The catalyst is CN(C=O)C.[NH4+].[Cl-]. The product is [C:1]1([S:7]([C:10]([CH:11]2[CH2:15][CH2:14][C:13](=[O:16])[CH2:12]2)([C:17]2[O:18][C:19]([CH3:22])=[N:20][N:21]=2)[CH3:25])(=[O:9])=[O:8])[CH:2]=[CH:3][CH:4]=[CH:5][CH:6]=1. The yield is 0.240. (3) The reactants are C([O:5][C:6](=[O:30])[CH2:7][O:8][C:9]1[CH:13]=[C:12]([CH2:14][CH2:15][C:16]([O:18][CH2:19][CH3:20])=[O:17])[N:11]([CH2:21][C:22]2[CH:27]=[CH:26][C:25]([Cl:28])=[CH:24][C:23]=2[Cl:29])[N:10]=1)(C)(C)C. The catalyst is FC(F)(F)C(O)=O. The product is [Cl:29][C:23]1[CH:24]=[C:25]([Cl:28])[CH:26]=[CH:27][C:22]=1[CH2:21][N:11]1[C:12]([CH2:14][CH2:15][C:16]([O:18][CH2:19][CH3:20])=[O:17])=[CH:13][C:9]([O:8][CH2:7][C:6]([OH:30])=[O:5])=[N:10]1. The yield is 0.930. (4) The reactants are [CH2:1]([O:3][C:4](=[O:62])[CH2:5][N:6]([C:8](=[O:61])[C@@H:9]([NH:25][C:26](=[O:60])[C@@H:27]([NH:52]C(OC(C)(C)C)=O)[CH2:28][CH2:29][CH2:30][NH:31]/[C:32](/[NH2:51])=[N:33]\[S:34]([C:37]1[C:38]([CH3:50])=[C:39]([CH3:49])[C:40]2[O:44][C:43]([CH3:46])([CH3:45])[CH2:42][C:41]=2[C:47]=1[CH3:48])(=[O:36])=[O:35])[CH2:10][N:11]([CH3:24])[S:12]([C:15]1[CH:20]=[CH:19][CH:18]=[CH:17][C:16]=1[N+:21]([O-:23])=[O:22])(=[O:14])=[O:13])[CH3:7])[CH3:2].Cl. The catalyst is C(Cl)Cl.O1CCOCC1. The product is [CH2:1]([O:3][C:4](=[O:62])[CH2:5][N:6]([C:8](=[O:61])[C@@H:9]([NH:25][C:26](=[O:60])[C@@H:27]([NH2:52])[CH2:28][CH2:29][CH2:30][NH:31]/[C:32](/[NH2:51])=[N:33]\[S:34]([C:37]1[C:38]([CH3:50])=[C:39]([CH3:49])[C:40]2[O:44][C:43]([CH3:45])([CH3:46])[CH2:42][C:41]=2[C:47]=1[CH3:48])(=[O:35])=[O:36])[CH2:10][N:11]([CH3:24])[S:12]([C:15]1[CH:20]=[CH:19][CH:18]=[CH:17][C:16]=1[N+:21]([O-:23])=[O:22])(=[O:14])=[O:13])[CH3:7])[CH3:2]. The yield is 1.00. (5) The reactants are [CH3:1][C@@H:2]1[N:7]([C:8]2[C:9]3[C@H:16]([CH3:17])[CH2:15][CH2:14][C:10]=3[N:11]=[CH:12][N:13]=2)[CH2:6][CH2:5][N:4](C(OC(C)(C)C)=O)[CH2:3]1.[ClH:25]. The catalyst is C(Cl)Cl. The product is [ClH:25].[ClH:25].[CH3:17][C@H:16]1[C:9]2[C:8]([N:7]3[CH2:6][CH2:5][NH:4][CH2:3][C@@H:2]3[CH3:1])=[N:13][CH:12]=[N:11][C:10]=2[CH2:14][CH2:15]1. The yield is 0.990. (6) The reactants are Cl[C:2]1[CH:9]=[CH:8][C:5]([C:6]#[N:7])=[CH:4][N:3]=1.[CH3:10][C:11]1[C:15](B(O)O)=[CH:14][N:13]([C:19]([C:32]2[CH:37]=[CH:36][CH:35]=[CH:34][CH:33]=2)([C:26]2[CH:31]=[CH:30][CH:29]=[CH:28][CH:27]=2)[C:20]2[CH:25]=[CH:24][CH:23]=[CH:22][CH:21]=2)[N:12]=1.C(=O)([O-])[O-].[Na+].[Na+]. The catalyst is COCCOC.O. The product is [CH3:10][C:11]1[C:15]([C:2]2[CH:9]=[CH:8][C:5]([C:6]#[N:7])=[CH:4][N:3]=2)=[CH:14][N:13]([C:19]([C:20]2[CH:25]=[CH:24][CH:23]=[CH:22][CH:21]=2)([C:26]2[CH:27]=[CH:28][CH:29]=[CH:30][CH:31]=2)[C:32]2[CH:37]=[CH:36][CH:35]=[CH:34][CH:33]=2)[N:12]=1. The yield is 0.530. (7) The reactants are [S:1](=[O:4])([OH:3])[O-:2].[Na+:5].[F:6][C:7]1[CH:15]=[C:14]2[C:10]([CH:11]=[CH:12][NH:13]2)=[CH:9][CH:8]=1. The catalyst is O.C(O)C. The product is [F:6][C:7]1[CH:15]=[C:14]2[C:10]([CH:11]=[C:12]([S:1]([O-:3])(=[O:2])=[O:4])[NH:13]2)=[CH:9][CH:8]=1.[Na+:5]. The yield is 0.290.